This data is from Full USPTO retrosynthesis dataset with 1.9M reactions from patents (1976-2016). The task is: Predict the reactants needed to synthesize the given product. (1) Given the product [C:26]([NH:1][C:2]1[CH:11]=[C:10]2[C:5]3=[C:6]([CH:20]=[C:21]([C:23]([OH:25])=[O:24])[CH:22]=[C:4]3[CH:3]=1)[C:7](=[O:19])[N:8]([CH2:13][CH2:14][CH2:15][C:16]([OH:18])=[O:17])[C:9]2=[O:12])(=[O:28])[CH3:27], predict the reactants needed to synthesize it. The reactants are: [NH2:1][C:2]1[CH:11]=[C:10]2[C:5]3=[C:6]([CH:20]=[C:21]([C:23]([OH:25])=[O:24])[CH:22]=[C:4]3[CH:3]=1)[C:7](=[O:19])[N:8]([CH2:13][CH2:14][CH2:15][C:16]([OH:18])=[O:17])[C:9]2=[O:12].[C:26](OC(=O)C)(=[O:28])[CH3:27]. (2) Given the product [NH2:25][C@@H:26]1[C@@H:27]([OH:31])[CH2:28][N:29]([C:21]2[CH:20]=[CH:19][C:4]([C:5]([NH:7][C:8]3[CH:13]=[CH:12][C:11]([O:14][C:15]([Cl:18])([F:17])[F:16])=[CH:10][CH:9]=3)=[O:6])=[CH:3][C:2]=2[Br:1])[CH2:30]1, predict the reactants needed to synthesize it. The reactants are: [Br:1][C:2]1[CH:3]=[C:4]([CH:19]=[CH:20][C:21]=1F)[C:5]([NH:7][C:8]1[CH:13]=[CH:12][C:11]([O:14][C:15]([Cl:18])([F:17])[F:16])=[CH:10][CH:9]=1)=[O:6].Cl.Cl.[NH2:25][C@H:26]1[CH2:30][NH:29][CH2:28][C@@H:27]1[OH:31]. (3) Given the product [CH3:27][C:24]1[CH:25]=[CH:26][C:21]([N:16]2[CH2:15][CH2:14][N:13]([C:8]3[C:9]([CH3:12])=[C:10]([CH3:11])[C:4]4[O:3][CH:2]([CH3:1])[CH2:6][C:5]=4[C:7]=3[CH3:19])[CH2:18][CH2:17]2)=[CH:22][CH:23]=1, predict the reactants needed to synthesize it. The reactants are: [CH3:1][CH:2]1[CH2:6][C:5]2[C:7]([CH3:19])=[C:8]([N:13]3[CH2:18][CH2:17][NH:16][CH2:15][CH2:14]3)[C:9]([CH3:12])=[C:10]([CH3:11])[C:4]=2[O:3]1.I[C:21]1[CH:26]=[CH:25][C:24]([CH3:27])=[CH:23][CH:22]=1. (4) Given the product [CH3:21][C:20]1[CH:22]=[CH:23][C:17]([S:14]([O:10][CH2:9][C@@H:8]([C:5]2[CH:4]=[CH:3][C:2]([Cl:1])=[CH:7][CH:6]=2)[CH:11]2[CH2:13][CH2:12]2)(=[O:16])=[O:15])=[CH:18][CH:19]=1, predict the reactants needed to synthesize it. The reactants are: [Cl:1][C:2]1[CH:7]=[CH:6][C:5]([C@@H:8]([CH:11]2[CH2:13][CH2:12]2)[CH2:9][OH:10])=[CH:4][CH:3]=1.[S:14](Cl)([C:17]1[CH:23]=[CH:22][C:20]([CH3:21])=[CH:19][CH:18]=1)(=[O:16])=[O:15].C(N(CC)CC)C. (5) Given the product [Cl:1][C:2]1[CH:3]=[CH:4][C:5]([CH2:6][NH:7][C:8](=[O:9])[NH:10][N:11]([CH2:13][C:14]([NH:19][C@@H:20]([CH2:44][C:45]2[CH:50]=[CH:49][C:48]([O:51][C:52]([CH3:55])([CH3:54])[CH3:53])=[CH:47][CH:46]=2)[C:21]([N:23]([C@@H:35]([CH3:43])[CH:36]([O:40][CH2:41][CH3:42])[O:37][CH2:38][CH3:39])[CH2:24][C:25]2[C:34]3[C:29](=[CH:30][CH:31]=[CH:32][CH:33]=3)[CH:28]=[CH:27][CH:26]=2)=[O:22])=[O:16])[CH3:12])=[CH:17][CH:18]=1, predict the reactants needed to synthesize it. The reactants are: [Cl:1][C:2]1[CH:18]=[CH:17][C:5]([CH2:6][NH:7][C:8]([NH:10][N:11]([CH2:13][C:14]([OH:16])=O)[CH3:12])=[O:9])=[CH:4][CH:3]=1.[NH2:19][C@@H:20]([CH2:44][C:45]1[CH:50]=[CH:49][C:48]([O:51][C:52]([CH3:55])([CH3:54])[CH3:53])=[CH:47][CH:46]=1)[C:21]([N:23]([C@@H:35]([CH3:43])[CH:36]([O:40][CH2:41][CH3:42])[O:37][CH2:38][CH3:39])[CH2:24][C:25]1[C:34]2[C:29](=[CH:30][CH:31]=[CH:32][CH:33]=2)[CH:28]=[CH:27][CH:26]=1)=[O:22].